Dataset: Full USPTO retrosynthesis dataset with 1.9M reactions from patents (1976-2016). Task: Predict the reactants needed to synthesize the given product. (1) Given the product [CH3:16][C@H:14]1[O:15][C@@H:10]([CH3:9])[CH2:11][N:12]([C:17]2[C:18]([F:34])=[C:19]([F:33])[C:20]([C:25]([C:27]3[CH:32]=[CH:31][CH:30]=[CH:29][CH:28]=3)=[O:26])=[CH:21][C:22]=2[CH:23]=[O:24])[CH2:13]1, predict the reactants needed to synthesize it. The reactants are: C[N+]1([O-])CCOCC1.[CH3:9][C@H:10]1[O:15][C@@H:14]([CH3:16])[CH2:13][N:12]([C:17]2[C:22]([CH2:23][OH:24])=[CH:21][C:20]([C:25]([C:27]3[CH:32]=[CH:31][CH:30]=[CH:29][CH:28]=3)=[O:26])=[C:19]([F:33])[C:18]=2[F:34])[CH2:11]1. (2) The reactants are: C([O:8][C:9]1[CH:10]=[C:11]2[C:16](=[CH:17][CH:18]=1)[N:15]([CH2:19][CH2:20][CH2:21][O:22][C:23]1[CH:28]=[CH:27][C:26]([O:29][C:30]([F:33])([F:32])[F:31])=[CH:25][CH:24]=1)[CH2:14][CH2:13][CH2:12]2)C1C=CC=CC=1. Given the product [F:32][C:30]([F:31])([F:33])[O:29][C:26]1[CH:27]=[CH:28][C:23]([O:22][CH2:21][CH2:20][CH2:19][N:15]2[C:16]3[C:11](=[CH:10][C:9]([OH:8])=[CH:18][CH:17]=3)[CH2:12][CH2:13][CH2:14]2)=[CH:24][CH:25]=1, predict the reactants needed to synthesize it. (3) Given the product [CH2:16]([N:18]([C:11](=[O:15])[NH:10][S:7]([C:1]1[CH:2]=[CH:3][CH:4]=[CH:5][CH:6]=1)(=[O:8])=[O:9])[NH:19][C:20]([O:22][CH2:23][C:24]1[CH:29]=[CH:28][CH:27]=[CH:26][CH:25]=1)=[O:21])[CH3:17], predict the reactants needed to synthesize it. The reactants are: [C:1]1([S:7]([NH:10][C:11](=[O:15])OCC)(=[O:9])=[O:8])[CH:6]=[CH:5][CH:4]=[CH:3][CH:2]=1.[CH2:16]([NH:18][NH:19][C:20]([O:22][CH2:23][C:24]1[CH:29]=[CH:28][CH:27]=[CH:26][CH:25]=1)=[O:21])[CH3:17].